Task: Predict the product of the given reaction.. Dataset: Forward reaction prediction with 1.9M reactions from USPTO patents (1976-2016) (1) Given the reactants [Br:1][C:2]1[CH:3]=[N:4][C:5](=[O:8])[NH:6][CH:7]=1.C1CN([P+](O[N:26]2[N:34]=[N:33][C:28]3[CH:29]=[CH:30][CH:31]=[N:32][C:27]2=3)(N2CCCC2)N2CCCC2)CC1.F[P-](F)(F)(F)(F)F.C1CCN2C(=NCCC2)CC1, predict the reaction product. The product is: [Br:1][C:2]1[CH:3]=[N:4][C:5]([O:8][N:26]2[C:27]3=[N:32][CH:31]=[CH:30][CH:29]=[C:28]3[N:33]=[N:34]2)=[N:6][CH:7]=1. (2) Given the reactants [C:1]([O:4][C:5]1[CH:10]=[CH:9][C:8]([CH:11]([O:16][S:17]([C:20]2[CH:25]=[CH:24][CH:23]=[CH:22][C:21]=2[N+:26]([O-])=O)(=[O:19])=[O:18])[C:12]([F:15])([F:14])[F:13])=[CH:7][CH:6]=1)(=[O:3])[CH3:2], predict the reaction product. The product is: [C:1]([O:4][C:5]1[CH:10]=[CH:9][C:8]([CH:11]([O:16][S:17]([C:20]2[CH:25]=[CH:24][CH:23]=[CH:22][C:21]=2[NH2:26])(=[O:18])=[O:19])[C:12]([F:15])([F:13])[F:14])=[CH:7][CH:6]=1)(=[O:3])[CH3:2]. (3) The product is: [CH:11]([O:22][CH:9]([CH3:8])[CH3:4])([CH3:12])[CH3:10].[S:1]1[C:5]2[CH:6]=[CH:7][CH:8]=[CH:9][C:4]=2[N:3]=[C:2]1[CH:15]([C:16]1[CH:21]=[CH:20][CH:19]=[CH:18][CH:17]=1)[OH:22]. Given the reactants [S:1]1[C:5]2[CH:6]=[CH:7][CH:8]=[CH:9][C:4]=2[N:3]=[CH:2]1.[CH2:10]([Li])[CH2:11][CH2:12]C.[CH:15](=[O:22])[C:16]1[CH:21]=[CH:20][CH:19]=[CH:18][CH:17]=1, predict the reaction product. (4) Given the reactants [Cl:1][C:2]1[CH:10]=[C:9]2[C:5]([CH2:6][C:7]([CH2:17][CH2:18][F:19])([CH2:12][CH2:13][C:14](=[O:16])[CH3:15])[C:8]2=O)=[CH:4][C:3]=1[O:20][CH3:21].C(O)(=O)C.N1CCCC1, predict the reaction product. The product is: [Cl:1][C:2]1[CH:10]=[C:9]2[C:5](=[CH:4][C:3]=1[O:20][CH3:21])[CH2:6][C:7]1([CH2:17][CH2:18][F:19])[C:8]2=[CH:15][C:14](=[O:16])[CH2:13][CH2:12]1.